Dataset: Full USPTO retrosynthesis dataset with 1.9M reactions from patents (1976-2016). Task: Predict the reactants needed to synthesize the given product. (1) Given the product [F:42][CH:25]([F:24])[C:26]1[N:34]=[CH:33][C:32]([CH2:35][NH:36][C:37](=[O:41])[CH:38]([CH3:39])[CH3:40])=[CH:31][C:27]=1[C:28]([NH:17][C:12]1[CH:13]=[CH:14][CH:15]=[C:16]2[C:11]=1[N:10]=[CH:9][CH:8]=[C:7]2[O:6][C:5]1[CH:18]=[CH:19][C:2]([F:1])=[C:3]([C:20]([F:23])([F:21])[F:22])[CH:4]=1)=[O:29], predict the reactants needed to synthesize it. The reactants are: [F:1][C:2]1[CH:19]=[CH:18][C:5]([O:6][C:7]2[C:16]3[C:11](=[C:12]([NH2:17])[CH:13]=[CH:14][CH:15]=3)[N:10]=[CH:9][CH:8]=2)=[CH:4][C:3]=1[C:20]([F:23])([F:22])[F:21].[F:24][CH:25]([F:42])[C:26]1[N:34]=[CH:33][C:32]([CH2:35][NH:36][C:37](=[O:41])[CH:38]([CH3:40])[CH3:39])=[CH:31][C:27]=1[C:28](O)=[O:29].C(Cl)(=O)C(Cl)=O.CCN(C(C)C)C(C)C. (2) Given the product [OH:8][NH:9][C:10]([C:12]1[C:17]([OH:18])=[C:16]([CH2:26][OH:27])[C:15]([C:28]([NH:30][CH2:31][C:32]2[CH:33]=[CH:34][C:35]([O:38][CH3:39])=[CH:36][CH:37]=2)=[O:29])=[CH:14][N:13]=1)=[O:11], predict the reactants needed to synthesize it. The reactants are: C([O:8][NH:9][C:10]([C:12]1[C:17]([O:18]CC2C=CC=CC=2)=[C:16]([CH2:26][OH:27])[C:15]([C:28]([NH:30][CH2:31][C:32]2[CH:37]=[CH:36][C:35]([O:38][CH3:39])=[CH:34][CH:33]=2)=[O:29])=[CH:14][N:13]=1)=[O:11])C1C=CC=CC=1. (3) Given the product [F:20][C:21]1[CH:26]=[C:25]([F:27])[CH:24]=[CH:23][C:22]=1[S:28]([NH:31][C:32]1[C:33]([O:47][CH3:48])=[N:34][CH:35]=[C:36]([C:2]2[CH:7]=[CH:6][N:5]3[N:8]=[CH:9][CH:10]=[C:4]3[N:3]=2)[CH:37]=1)(=[O:30])=[O:29], predict the reactants needed to synthesize it. The reactants are: Cl[C:2]1[CH:7]=[CH:6][N:5]2[N:8]=[CH:9][CH:10]=[C:4]2[N:3]=1.C(Cl)Cl.C(=O)([O-])[O-].[Na+].[Na+].[F:20][C:21]1[CH:26]=[C:25]([F:27])[CH:24]=[CH:23][C:22]=1[S:28]([NH:31][C:32]1[C:33]([O:47][CH3:48])=[N:34][CH:35]=[C:36](B2OC(C)(C)C(C)(C)O2)[CH:37]=1)(=[O:30])=[O:29]. (4) Given the product [NH2:20][C:19]1[C:14]2[CH:15]=[CH:16][C:17](=[O:18])[N:12]([C:7]3[CH:8]=[CH:9][CH:10]=[CH:11][C:6]=3[Cl:5])[C:13]=2[S:21][C:2]=1[C:3]#[N:4], predict the reactants needed to synthesize it. The reactants are: Cl[CH2:2][C:3]#[N:4].[Cl:5][C:6]1[CH:11]=[CH:10][CH:9]=[CH:8][C:7]=1[N:12]1[C:17](=[O:18])[CH:16]=[CH:15][C:14]([C:19]#[N:20])=[C:13]1[S-:21].[Na+].O. (5) Given the product [Br:8][C:11]1[CH:12]=[CH:13][C:14]([NH2:16])=[N:15][C:10]=1[Br:9], predict the reactants needed to synthesize it. The reactants are: C1C(=O)N([Br:8])C(=O)C1.[Br:9][C:10]1[N:15]=[C:14]([NH2:16])[CH:13]=[CH:12][CH:11]=1. (6) Given the product [CH3:35][N:36]([CH2:9][C:8]1[C:4]([CH:1]([CH3:2])[CH3:3])=[N:5][N:6]([C:11]2[CH:16]=[CH:15][N:14]=[C:13]([NH:17][C:18]3[C:19]([O:33][CH3:34])=[CH:20][C:21]([N:27]([CH3:32])[CH:28]4[CH2:29][O:30][CH2:31]4)=[C:22]([NH:24][C:29](=[O:30])[CH:28]=[CH2:31])[CH:23]=3)[N:12]=2)[CH:7]=1)[CH3:37], predict the reactants needed to synthesize it. The reactants are: [CH:1]([C:4]1[C:8]([CH:9]=O)=[CH:7][N:6]([C:11]2[CH:16]=[CH:15][N:14]=[C:13]([NH:17][C:18]3[CH:23]=[C:22]([N+:24]([O-])=O)[C:21]([N:27]([CH3:32])[CH:28]4[CH2:31][O:30][CH2:29]4)=[CH:20][C:19]=3[O:33][CH3:34])[N:12]=2)[N:5]=1)([CH3:3])[CH3:2].[CH3:35][NH:36][CH3:37]. (7) Given the product [Cl:7][C:8]1[CH:16]=[CH:15][CH:14]=[C:13]2[C:9]=1[C:10]([C:23]([N:35]=[N+:36]=[N-:37])=[O:25])=[CH:11][N:12]2[C:17]1[N:22]=[CH:21][CH:20]=[CH:19][N:18]=1, predict the reactants needed to synthesize it. The reactants are: ClC(OCC)=O.[Cl:7][C:8]1[CH:16]=[CH:15][CH:14]=[C:13]2[C:9]=1[C:10]([C:23]([OH:25])=O)=[CH:11][N:12]2[C:17]1[N:22]=[CH:21][CH:20]=[CH:19][N:18]=1.CCN(C(C)C)C(C)C.[N-:35]=[N+:36]=[N-:37].[Na+]. (8) Given the product [Cl:1][C:2]1[CH:3]=[C:4]([CH:19]=[CH:20][C:21]=1[C:22]([F:25])([F:24])[F:23])[CH2:5][NH:6][C:7](=[O:8])[C:9]1[CH:14]=[CH:13][C:12]([S:15]([NH:26][C:27]2[S:31][N:30]=[CH:29][N:28]=2)(=[O:17])=[O:16])=[CH:11][CH:10]=1, predict the reactants needed to synthesize it. The reactants are: [Cl:1][C:2]1[CH:3]=[C:4]([CH:19]=[CH:20][C:21]=1[C:22]([F:25])([F:24])[F:23])[CH2:5][NH:6][C:7]([C:9]1[CH:14]=[CH:13][C:12]([S:15](Cl)(=[O:17])=[O:16])=[CH:11][CH:10]=1)=[O:8].[NH2:26][C:27]1[S:31][N:30]=[CH:29][N:28]=1. (9) Given the product [F:8][C:7]1[CH:6]=[CH:5][C:4]([C:9]2([C:19]3[CH:24]=[CH:23][C:22]([O:25][CH3:26])=[C:21]([CH3:27])[CH:20]=3)[C:17]3[C:12](=[CH:13][CH:14]=[CH:15][CH:16]=3)[C:11]([NH2:18])=[N:10]2)=[CH:3][C:2]=1[C:32]1[CH:33]=[N:28][CH:29]=[N:30][CH:31]=1, predict the reactants needed to synthesize it. The reactants are: Br[C:2]1[CH:3]=[C:4]([C:9]2([C:19]3[CH:24]=[CH:23][C:22]([O:25][CH3:26])=[C:21]([CH3:27])[CH:20]=3)[C:17]3[C:12](=[CH:13][CH:14]=[CH:15][CH:16]=3)[C:11]([NH2:18])=[N:10]2)[CH:5]=[CH:6][C:7]=1[F:8].[N:28]1[CH:33]=[C:32](B(O)O)[CH:31]=[N:30][CH:29]=1.